From a dataset of Full USPTO retrosynthesis dataset with 1.9M reactions from patents (1976-2016). Predict the reactants needed to synthesize the given product. (1) Given the product [ClH:36].[CH3:10][O:9][C:7]1[CH:6]=[C:5]([CH:11]([NH:13][C:14]2[CH:15]=[C:16]([N:23]3[CH2:28][CH2:27][NH:26][CH2:25][CH2:24]3)[CH:17]=[CH:18][C:19]=2[N+:20]([O-:22])=[O:21])[CH3:12])[CH:4]=[C:3]([O:2][CH3:1])[CH:8]=1, predict the reactants needed to synthesize it. The reactants are: [CH3:1][O:2][C:3]1[CH:4]=[C:5]([CH:11]([NH:13][C:14]2[CH:15]=[C:16]([N:23]3[CH2:28][CH2:27][N:26](C(OC(C)(C)C)=O)[CH2:25][CH2:24]3)[CH:17]=[CH:18][C:19]=2[N+:20]([O-:22])=[O:21])[CH3:12])[CH:6]=[C:7]([O:9][CH3:10])[CH:8]=1.[ClH:36]. (2) Given the product [Cl:1][C:2]1[N:7]=[N:6][C:5]([N:8]2[C:16]3[C:11](=[CH:12][CH:13]=[CH:14][CH:15]=3)[CH2:10][C@H:9]2[C:17]([O:19][CH3:20])=[O:18])=[CH:4][CH:3]=1, predict the reactants needed to synthesize it. The reactants are: [Cl:1][C:2]1[N:7]=[N:6][C:5]([N:8]2[C:16]3[C:11](=[CH:12][CH:13]=[CH:14][CH:15]=3)[CH2:10][C@H:9]2[C:17]([OH:19])=[O:18])=[CH:4][CH:3]=1.[CH3:20]OC(OC)N(C)C.